Regression. Given a peptide amino acid sequence and an MHC pseudo amino acid sequence, predict their binding affinity value. This is MHC class II binding data. From a dataset of Peptide-MHC class II binding affinity with 134,281 pairs from IEDB. The peptide sequence is AAFQGAHARFVAAAA. The MHC is DRB1_0901 with pseudo-sequence DRB1_0901. The binding affinity (normalized) is 0.793.